Dataset: Reaction yield outcomes from USPTO patents with 853,638 reactions. Task: Predict the reaction yield, written as a fraction of the theoretical maximum amount of product (1.0 means a 100% yield; for example, 0.34 means a 34% yield). (1) The reactants are [Br:1][C:2]1[C:3](=[O:34])[N:4]([C:19]2[CH:20]=[C:21]([NH:26]C(=O)OC(C)(C)C)[CH:22]=[CH:23][C:24]=2[F:25])[C:5]([CH3:18])=[CH:6][C:7]=1[O:8][CH2:9][C:10]1[CH:15]=[CH:14][C:13]([F:16])=[CH:12][C:11]=1[F:17].[ClH:35]. The catalyst is O1CCCC1. The product is [ClH:35].[NH2:26][C:21]1[CH:22]=[CH:23][C:24]([F:25])=[C:19]([N:4]2[C:5]([CH3:18])=[CH:6][C:7]([O:8][CH2:9][C:10]3[CH:15]=[CH:14][C:13]([F:16])=[CH:12][C:11]=3[F:17])=[C:2]([Br:1])[C:3]2=[O:34])[CH:20]=1. The yield is 0.750. (2) The reactants are [CH2:1]([O:8][C:9](=[O:40])[C@H:10]([CH2:38]O)[NH:11][C:12](=[O:37])[CH:13]([CH2:19][C:20]1[CH:25]=[CH:24][C:23]([O:26][Si:27]([CH:34]([CH3:36])[CH3:35])([CH:31]([CH3:33])[CH3:32])[CH:28]([CH3:30])[CH3:29])=[CH:22][CH:21]=1)[CH2:14][C:15]([O:17][CH3:18])=[O:16])[C:2]1[CH:7]=[CH:6][CH:5]=[CH:4][CH:3]=1.CC[N+](S(N=C(OC)[O-])(=O)=O)(CC)CC. The catalyst is C1COCC1. The product is [CH2:1]([O:8][C:9]([CH:10]1[CH2:38][O:37][C:12]([CH:13]([CH2:19][C:20]2[CH:25]=[CH:24][C:23]([O:26][Si:27]([CH:31]([CH3:32])[CH3:33])([CH:28]([CH3:30])[CH3:29])[CH:34]([CH3:35])[CH3:36])=[CH:22][CH:21]=2)[CH2:14][C:15]([O:17][CH3:18])=[O:16])=[N:11]1)=[O:40])[C:2]1[CH:7]=[CH:6][CH:5]=[CH:4][CH:3]=1. The yield is 0.780. (3) The reactants are CN(C)C(=O)C.Br[C:8]1[C:9]([NH:15][C:16]2[CH:21]=[CH:20][C:19]([S:22][CH3:23])=[CH:18][CH:17]=2)=[N:10][CH:11]=[C:12]([CH3:14])[CH:13]=1.C1CCN2C(=NCCC2)CC1. The catalyst is C([O-])(=O)C.[Pd+2].C([O-])(=O)C.C1(P(C2CCCCC2)C2C=CC=CC=2C2C=CC=CC=2)CCCCC1.O. The product is [CH3:14][C:12]1[CH:11]=[N:10][C:9]2[NH:15][C:16]3[C:21]([C:8]=2[CH:13]=1)=[CH:20][C:19]([S:22][CH3:23])=[CH:18][CH:17]=3. The yield is 0.855. (4) The reactants are I[C:2]1[C:10]2[O:9][CH:8]=[CH:7][C:6]=2[CH:5]=[C:4]([N+:11]([O-:13])=[O:12])[CH:3]=1.[NH:14]1[CH2:19][CH2:18][NH:17][CH:16]2[CH2:20][S:21](=[O:24])(=[O:23])[CH2:22][CH:15]12.CC1(C)C2C(=C(P(C3C=CC=CC=3)C3C=CC=CC=3)C=CC=2)OC2C(P(C3C=CC=CC=3)C3C=CC=CC=3)=CC=CC1=2.C([O-])([O-])=O.[Cs+].[Cs+]. The catalyst is C1C=CC(/C=C/C(/C=C/C2C=CC=CC=2)=O)=CC=1.C1C=CC(/C=C/C(/C=C/C2C=CC=CC=2)=O)=CC=1.C1C=CC(/C=C/C(/C=C/C2C=CC=CC=2)=O)=CC=1.[Pd].[Pd].C1(C)C(C)=CC=CC=1. The product is [N+:11]([C:4]1[CH:3]=[C:2]([N:14]2[CH2:19][CH2:18][NH:17][CH:16]3[CH2:20][S:21](=[O:24])(=[O:23])[CH2:22][CH:15]23)[C:10]2[O:9][CH:8]=[CH:7][C:6]=2[CH:5]=1)([O-:13])=[O:12]. The yield is 0.0800. (5) The yield is 0.990. The reactants are C(N1C=CN=C1)(N1C=CN=C1)=O.[C:13]([O:17][C:18]([NH:20][CH2:21][C:22]1[CH:30]=[CH:29][C:25]([C:26]([OH:28])=O)=[CH:24][CH:23]=1)=[O:19])([CH3:16])([CH3:15])[CH3:14].[CH2:31]([O:33][C:34](=[O:39])[CH2:35]C(O)=O)[CH3:32]. The product is [C:13]([O:17][C:18]([NH:20][CH2:21][C:22]1[CH:23]=[CH:24][C:25]([C:26](=[O:28])[CH2:35][C:34]([O:33][CH2:31][CH3:32])=[O:39])=[CH:29][CH:30]=1)=[O:19])([CH3:14])([CH3:15])[CH3:16]. The catalyst is O1CCCC1.C(OCC)(=O)C. (6) The reactants are [Cl:1][C:2]1[C:7]([C:8]2[N:12]=[C:11]([CH:13]([CH3:15])[CH3:14])[O:10][N:9]=2)=[C:6](Cl)[N:5]=[CH:4][N:3]=1.[NH3:17].CCOC(C)=O. The catalyst is C1COCC1. The product is [Cl:1][C:2]1[N:3]=[CH:4][N:5]=[C:6]([NH2:17])[C:7]=1[C:8]1[N:12]=[C:11]([CH:13]([CH3:15])[CH3:14])[O:10][N:9]=1. The yield is 1.00. (7) The reactants are P12(SP3(SP(SP(S3)(S1)=S)(=S)S2)=S)=[S:2].C([O-])([O-])=O.[Na+].[Na+].[Cl:21][C:22]1[CH:27]=[CH:26][C:25]([C:28]2[C:34]3[CH:35]=[C:36]([O:39][CH3:40])[CH:37]=[CH:38][C:33]=3[NH:32][C:31](=O)[C@H:30]([CH2:42][C:43]([O:45][CH3:46])=[O:44])[N:29]=2)=[CH:24][CH:23]=1. The catalyst is ClCCCl. The product is [Cl:21][C:22]1[CH:27]=[CH:26][C:25]([C:28]2[C:34]3[CH:35]=[C:36]([O:39][CH3:40])[CH:37]=[CH:38][C:33]=3[NH:32][C:31](=[S:2])[C@H:30]([CH2:42][C:43]([O:45][CH3:46])=[O:44])[N:29]=2)=[CH:24][CH:23]=1. The yield is 0.980. (8) No catalyst specified. The product is [OH:21][CH2:22][CH2:23][C:24]1[CH:32]=[CH:31][CH:30]=[C:29]2[C:25]=1[C:26](=[CH:19][C:3]1[NH:4][C:5]3[CH2:10][CH2:9][N:8]([CH2:11][CH2:12][N:13]4[CH2:14][CH2:15][CH2:16][CH2:17]4)[C:7](=[O:18])[C:6]=3[C:2]=1[CH3:1])[C:27](=[O:33])[NH:28]2. The yield is 0.300. The reactants are [CH3:1][C:2]1[C:6]2[C:7](=[O:18])[N:8]([CH2:11][CH2:12][N:13]3[CH2:17][CH2:16][CH2:15][CH2:14]3)[CH2:9][CH2:10][C:5]=2[NH:4][C:3]=1[CH:19]=O.[OH:21][CH2:22][CH2:23][C:24]1[CH:32]=[CH:31][CH:30]=[C:29]2[C:25]=1[CH2:26][C:27](=[O:33])[NH:28]2. (9) The reactants are C([O:5][C:6]([C@H:8]1[CH2:12][CH2:11][CH2:10][N:9]1[C:13](=[O:40])[CH2:14][O:15][C:16]1[CH:21]=[C:20]([C:22]#[N:23])[CH:19]=[C:18]([O:24][CH2:25][C:26]([N:28]2[CH2:32][CH2:31][CH2:30][C@@H:29]2[C:33]([O:35]C(C)(C)C)=[O:34])=[O:27])[CH:17]=1)=[O:7])(C)(C)C. The catalyst is FC(F)(F)C(O)=O. The product is [C:33]([C@H:29]1[CH2:30][CH2:31][CH2:32][N:28]1[C:26](=[O:27])[CH2:25][O:24][C:18]1[CH:17]=[C:16]([CH:21]=[C:20]([C:22]#[N:23])[CH:19]=1)[O:15][CH2:14][C:13]([N:9]1[CH2:10][CH2:11][CH2:12][C@@H:8]1[C:6]([OH:7])=[O:5])=[O:40])([OH:35])=[O:34]. The yield is 0.720. (10) The product is [Cl:3][CH2:14][C:10]1[CH:9]=[C:8]2[C:13](=[CH:12][CH:11]=1)[CH2:5][CH2:6][CH2:7]2. The catalyst is C(Cl)(Cl)Cl. The reactants are S(Cl)([Cl:3])=O.[CH2:5]1[C:13]2[C:8](=[CH:9][C:10]([CH2:14]O)=[CH:11][CH:12]=2)[CH2:7][CH2:6]1. The yield is 0.990.